This data is from Full USPTO retrosynthesis dataset with 1.9M reactions from patents (1976-2016). The task is: Predict the reactants needed to synthesize the given product. (1) Given the product [C:30]([O:29][C:27]([NH:26][CH:10]([CH2:11][C:12]1[C:20]2[C:15](=[CH:16][CH:17]=[CH:18][CH:19]=2)[N:14]([CH2:21][CH2:22][CH2:23][CH2:24][CH3:25])[CH:13]=1)[C:9]([NH:69][O:68][C:49]([C:50]1[CH:55]=[CH:54][CH:53]=[CH:52][CH:51]=1)([C:62]1[CH:63]=[CH:64][CH:65]=[CH:66][CH:67]=1)[C:56]1[CH:57]=[CH:58][CH:59]=[CH:60][CH:61]=1)=[O:34])=[O:28])([CH3:33])([CH3:32])[CH3:31], predict the reactants needed to synthesize it. The reactants are: C(O[C:9](=[O:34])[CH:10]([NH:26][C:27]([O:29][C:30]([CH3:33])([CH3:32])[CH3:31])=[O:28])[CH2:11][C:12]1[C:20]2[C:15](=[CH:16][CH:17]=[CH:18][CH:19]=2)[N:14]([CH2:21][CH2:22][CH2:23][CH2:24][CH3:25])[CH:13]=1)C1C=CC=CC=1.[OH-].[Na+].CCN=C=NCCCN(C)C.Cl.[C:49]([O:68][NH2:69])([C:62]1[CH:67]=[CH:66][CH:65]=[CH:64][CH:63]=1)([C:56]1[CH:61]=[CH:60][CH:59]=[CH:58][CH:57]=1)[C:50]1[CH:55]=[CH:54][CH:53]=[CH:52][CH:51]=1. (2) Given the product [ClH:1].[CH2:2]([N:35]([CH2:34][CH2:33][CH2:32][C@H:23]([NH2:24])[C:22](=[O:46])[NH:21][CH2:20][CH2:19][CH2:18][C@H:17]([NH:47][C:48]([O:50][CH2:51][C:52]1[CH:57]=[CH:56][CH:55]=[CH:54][CH:53]=1)=[O:49])[CH2:16][C:15](=[O:58])[NH:14][CH2:13][CH2:12][NH:11][C:10](=[O:59])[O:9][CH2:2][C:3]1[CH:8]=[CH:7][CH:6]=[CH:5][CH:4]=1)[C:36](=[O:37])[OH:38])[C:3]1[CH:8]=[CH:7][CH:6]=[CH:5][CH:4]=1, predict the reactants needed to synthesize it. The reactants are: [ClH:1].[CH2:2]([O:9][C:10](=[O:59])[NH:11][CH2:12][CH2:13][NH:14][C:15](=[O:58])[CH2:16][C@@H:17]([NH:47][C:48]([O:50][CH2:51][C:52]1[CH:57]=[CH:56][CH:55]=[CH:54][CH:53]=1)=[O:49])[CH2:18][CH2:19][CH2:20][NH:21][C:22](=[O:46])[C@H:23]([CH2:32][CH2:33][CH2:34][NH:35][C:36]([O:38]CC1C=CC=CC=1)=[O:37])[NH:24]C(OC(C)(C)C)=O)[C:3]1[CH:8]=[CH:7][CH:6]=[CH:5][CH:4]=1. (3) Given the product [C:24]([C:26]1[C:27]([NH:36][C@@H:37]2[CH2:40][C@H:39]([C:41]([NH2:43])=[O:42])[C:38]2([CH3:45])[CH3:44])=[N:28][C:29]([NH:1][CH2:2][CH2:3][CH:4]2[C:12]3[C:7](=[CH:8][CH:9]=[CH:10][CH:11]=3)[N:6]([CH3:13])[C:5]2=[O:14])=[N:30][CH:31]=1)#[N:25], predict the reactants needed to synthesize it. The reactants are: [NH2:1][CH2:2][CH2:3][CH:4]1[C:12]2[C:7](=[CH:8][CH:9]=[CH:10][CH:11]=2)[N:6]([CH3:13])[C:5]1=[O:14].CCN(C(C)C)C(C)C.[C:24]([C:26]1[C:27]([NH:36][C@@H:37]2[CH2:40][C@H:39]([C:41]([NH2:43])=[O:42])[C:38]2([CH3:45])[CH3:44])=[N:28][C:29](S(C)(=O)=O)=[N:30][CH:31]=1)#[N:25]. (4) The reactants are: [CH3:1][C:2]1[C:10]2[C:5](=[CH:6][CH:7]=[C:8](Br)[CH:9]=2)[NH:4][N:3]=1.[CH2:12]([O:14][C:15](=[O:35])[CH:16]=[C:17](C1C=CC=C2C=1C(C#N)=CN2)[C:18]1[CH:23]=[CH:22][CH:21]=[CH:20][CH:19]=1)[CH3:13]. Given the product [CH2:12]([O:14][C:15](=[O:35])[CH:16]=[C:17]([C:8]1[CH:9]=[C:10]2[C:5](=[CH:6][CH:7]=1)[NH:4][N:3]=[C:2]2[CH3:1])[C:18]1[CH:23]=[CH:22][CH:21]=[CH:20][CH:19]=1)[CH3:13], predict the reactants needed to synthesize it.